This data is from HIV replication inhibition screening data with 41,000+ compounds from the AIDS Antiviral Screen. The task is: Binary Classification. Given a drug SMILES string, predict its activity (active/inactive) in a high-throughput screening assay against a specified biological target. (1) The drug is CC(=O)O.O=C(CCN1CCCCC1CO)Nc1ccc2c(c1)C(=O)c1ccc(NC(=O)CCN3CCCCC3CO)cc1C2=O. The result is 0 (inactive). (2) The drug is COC1CCC2CC(=O)CCC2(C)C1=O. The result is 0 (inactive). (3) The drug is NC(CCCCNCc1ccccc1)C(=O)O. The result is 0 (inactive). (4) The molecule is O=C1N(c2ccccc2)C(=O)C2(SC=NN2Cc2ccccc2)N1c1ccccc1. The result is 0 (inactive). (5) The molecule is COc1ccc(C=C(C(=Cc2ccc(OC)cc2)[N+](=O)[O-])[N+](=O)[O-])cc1. The result is 0 (inactive).